This data is from Reaction yield outcomes from USPTO patents with 853,638 reactions. The task is: Predict the reaction yield, written as a fraction of the theoretical maximum amount of product (1.0 means a 100% yield; for example, 0.34 means a 34% yield). The reactants are Br[C:2]1[CH:26]=[CH:25][C:5]2[C:6]3[N:10]([CH2:11][CH2:12][O:13][C:4]=2[CH:3]=1)[CH:9]=[C:8]([C:14]1[N:15]([CH:22]([CH3:24])[CH3:23])[N:16]=[C:17]([CH2:19][O:20][CH3:21])[N:18]=1)[N:7]=3.B1([C:36]2[CH2:41][CH2:40][N:39]([C:42]([O:44][C:45]([CH3:48])([CH3:47])[CH3:46])=[O:43])[CH2:38][CH:37]=2)OC(C)(C)C(C)(C)O1.C(=O)([O-])[O-].[Cs+].[Cs+].ClCCl. The catalyst is COCCOC.C1C=CC(P([C]2[CH][CH][CH][CH]2)C2C=CC=CC=2)=CC=1.C1C=CC(P([C]2[CH][CH][CH][CH]2)C2C=CC=CC=2)=CC=1.Cl[Pd]Cl.[Fe]. The product is [C:45]([O:44][C:42]([N:39]1[CH2:38][CH:37]=[C:36]([C:2]2[CH:26]=[CH:25][C:5]3[C:6]4[N:10]([CH2:11][CH2:12][O:13][C:4]=3[CH:3]=2)[CH:9]=[C:8]([C:14]2[N:15]([CH:22]([CH3:24])[CH3:23])[N:16]=[C:17]([CH2:19][O:20][CH3:21])[N:18]=2)[N:7]=4)[CH2:41][CH2:40]1)=[O:43])([CH3:48])([CH3:46])[CH3:47]. The yield is 0.720.